This data is from Reaction yield outcomes from USPTO patents with 853,638 reactions. The task is: Predict the reaction yield, written as a fraction of the theoretical maximum amount of product (1.0 means a 100% yield; for example, 0.34 means a 34% yield). (1) The reactants are [F:1][C:2]([F:14])([F:13])[C:3]1[C:12]2[C:7](=[CH:8][CH:9]=[CH:10][CH:11]=2)[N:6]=[CH:5][CH:4]=1.OS(O)(=O)=O.[N+:20]([O-])([OH:22])=[O:21]. No catalyst specified. The product is [N+:20]([C:8]1[CH:9]=[CH:10][CH:11]=[C:12]2[C:7]=1[N:6]=[CH:5][CH:4]=[C:3]2[C:2]([F:1])([F:13])[F:14])([O-:22])=[O:21]. The yield is 0.290. (2) The reactants are [CH3:1][NH:2][C:3](=[O:18])[CH2:4][N:5]([CH2:13][C:14]([NH:16][CH3:17])=[O:15])CC1C=CC=CC=1. The catalyst is CO.[Pd]. The product is [CH3:17][NH:16][C:14](=[O:15])[CH2:13][NH:5][CH2:4][C:3]([NH:2][CH3:1])=[O:18]. The yield is 1.00. (3) The reactants are [OH:1][CH:2]1[C:11]2[C:6](=[CH:7][CH:8]=[C:9]([N:12]3[C:17](=[O:18])[C:16]([CH2:19][C:20]4[CH:25]=[CH:24][C:23]([C:26]5[CH:31]=[CH:30][CH:29]=[CH:28][C:27]=5[C:32]5[NH:36][C:35](=[O:37])[O:34][N:33]=5)=[CH:22][CH:21]=4)=[C:15]([CH2:38][CH2:39][CH3:40])[N:14]=[C:13]3[CH3:41])[CH:10]=2)[O:5][C:4]([CH3:43])([CH3:42])[CH2:3]1.CC(OI1(OC(C)=O)(OC(C)=O)OC(=O)C2C1=CC=CC=2)=O. The catalyst is ClCCl.C(OCC)(=O)C. The product is [CH3:42][C:4]1([CH3:43])[CH2:3][C:2](=[O:1])[C:11]2[C:6](=[CH:7][CH:8]=[C:9]([N:12]3[C:17](=[O:18])[C:16]([CH2:19][C:20]4[CH:21]=[CH:22][C:23]([C:26]5[CH:31]=[CH:30][CH:29]=[CH:28][C:27]=5[C:32]5[NH:36][C:35](=[O:37])[O:34][N:33]=5)=[CH:24][CH:25]=4)=[C:15]([CH2:38][CH2:39][CH3:40])[N:14]=[C:13]3[CH3:41])[CH:10]=2)[O:5]1. The yield is 0.860.